Dataset: Acute oral toxicity (LD50) regression data from Zhu et al.. Task: Regression/Classification. Given a drug SMILES string, predict its toxicity properties. Task type varies by dataset: regression for continuous values (e.g., LD50, hERG inhibition percentage) or binary classification for toxic/non-toxic outcomes (e.g., AMES mutagenicity, cardiotoxicity, hepatotoxicity). Dataset: ld50_zhu. (1) The drug is N#Cc1ccc(N)cc1. The rat oral LD50 is 2.62, given as -log10 of the dose in mol/kg body weight (higher means more acutely toxic). (2) The rat oral LD50 is 2.92, given as -log10 of the dose in mol/kg body weight (higher means more acutely toxic). The molecule is CCCOP(=S)(OCCC)OP(=S)(OCCC)OCCC. (3) The molecule is COP(C)(=S)SCn1c(=O)oc2cc(Cl)cnc21. The rat oral LD50 is 2.02, given as -log10 of the dose in mol/kg body weight (higher means more acutely toxic). (4) The drug is CCCCNCCCCCCN. The rat oral LD50 is 2.51, given as -log10 of the dose in mol/kg body weight (higher means more acutely toxic). (5) The molecule is CN(CCO)CCO. The rat oral LD50 is 1.40, given as -log10 of the dose in mol/kg body weight (higher means more acutely toxic). (6) The drug is O=C1C2=C(CCCC2)C(=O)N1c1ccc(Cl)cc1. The rat oral LD50 is 1.04, given as -log10 of the dose in mol/kg body weight (higher means more acutely toxic).